Dataset: Full USPTO retrosynthesis dataset with 1.9M reactions from patents (1976-2016). Task: Predict the reactants needed to synthesize the given product. (1) Given the product [CH2:1]([N:4]1[C:12]2[CH:11]=[CH:10][C:9]([N:13]([CH3:36])[C:14]([O:16][CH2:17][CH2:18][Si:19]([CH3:22])([CH3:21])[CH3:20])=[O:15])=[CH:8][C:7]=2[CH:6]2[CH2:23][N:24]([C:27]([O:29][C:30]([CH3:33])([CH3:32])[CH3:31])=[O:28])[CH2:25][CH2:26][CH:5]12)[CH:2]=[CH2:3], predict the reactants needed to synthesize it. The reactants are: [CH2:1]([N:4]1[C:12]2[CH:11]=[CH:10][C:9]([NH:13][C:14]([O:16][CH2:17][CH2:18][Si:19]([CH3:22])([CH3:21])[CH3:20])=[O:15])=[CH:8][C:7]=2[CH:6]2[CH2:23][N:24]([C:27]([O:29][C:30]([CH3:33])([CH3:32])[CH3:31])=[O:28])[CH2:25][CH2:26][CH:5]12)[CH:2]=[CH2:3].[H-].[Na+].[CH3:36]I. (2) Given the product [N:5]([C:6]1[CH:7]=[CH:8][C:9]([C:12]2[C:16]([CH3:17])([CH3:18])[O:15][C:14](=[C:19]([C:22]#[N:23])[C:20]#[N:21])[C:13]=2[C:24]#[N:25])=[CH:10][CH:11]=1)=[N+:26]=[N-:27], predict the reactants needed to synthesize it. The reactants are: N([O-])=O.[Na+].[NH2:5][C:6]1[CH:11]=[CH:10][C:9]([C:12]2[C:16]([CH3:18])([CH3:17])[O:15][C:14](=[C:19]([C:22]#[N:23])[C:20]#[N:21])[C:13]=2[C:24]#[N:25])=[CH:8][CH:7]=1.[N-:26]=[N+:27]=[N-].[Na+].